The task is: Predict the reactants needed to synthesize the given product.. This data is from Full USPTO retrosynthesis dataset with 1.9M reactions from patents (1976-2016). (1) Given the product [C:8]1([C:6]2[CH:5]=[CH:4][N:3]=[C:2]([Sn:22]([CH2:24][CH2:25][CH2:26][CH3:27])([CH2:28][CH2:29][CH2:30][CH3:31])[CH2:18][CH2:19][CH2:20][CH3:21])[CH:7]=2)[CH2:12][CH2:11][CH2:10][CH:9]=1, predict the reactants needed to synthesize it. The reactants are: I[C:2]1[CH:7]=[C:6]([C:8]2[CH2:12][CH2:11][CH2:10][CH:9]=2)[CH:5]=[CH:4][N:3]=1.[Li]CCCC.[CH2:18]([Sn:22]([CH2:28][CH2:29][CH2:30][CH3:31])([CH2:24][CH2:25][CH2:26][CH3:27])Cl)[CH2:19][CH2:20][CH3:21]. (2) Given the product [CH3:14][C:12]1[CH:11]=[CH:10][C:9]2[NH:15][S:16](=[O:18])(=[O:17])[O:7][C:8]=2[CH:13]=1, predict the reactants needed to synthesize it. The reactants are: N1C=CC=CC=1.[OH:7][C:8]1[CH:13]=[C:12]([CH3:14])[CH:11]=[CH:10][C:9]=1[NH:15][S:16](C1C=CC(C)=CC=1)(=[O:18])=[O:17].C1(C)C=CC(S(Cl)(=O)=O)=CC=1.NC1C=CC(C)=CC=1O.